This data is from Full USPTO retrosynthesis dataset with 1.9M reactions from patents (1976-2016). The task is: Predict the reactants needed to synthesize the given product. Given the product [CH3:1][O:2][N:3]=[CH:13][C:12]1[CH:15]=[CH:16][C:17]([N:19]2[CH2:23][CH2:22][N:21]([C:24]3[CH:25]=[N:26][CH:27]=[CH:28][C:29]=3[CH3:30])[C:20]2=[O:31])=[CH:18][C:11]=1[F:10], predict the reactants needed to synthesize it. The reactants are: [CH3:1][O:2][NH2:3].C([O-])([O-])=O.[K+].[K+].[F:10][C:11]1[CH:18]=[C:17]([N:19]2[CH2:23][CH2:22][N:21]([C:24]3[CH:25]=[N:26][CH:27]=[CH:28][C:29]=3[CH3:30])[C:20]2=[O:31])[CH:16]=[CH:15][C:12]=1[CH:13]=O.CO.